From a dataset of Peptide-MHC class II binding affinity with 134,281 pairs from IEDB. Regression. Given a peptide amino acid sequence and an MHC pseudo amino acid sequence, predict their binding affinity value. This is MHC class II binding data. (1) The peptide sequence is AFKVARTAANAAPAN. The MHC is DRB1_0701 with pseudo-sequence DRB1_0701. The binding affinity (normalized) is 0.752. (2) The peptide sequence is NGILKKLSSIKSKSR. The MHC is DRB1_0301 with pseudo-sequence DRB1_0301. The binding affinity (normalized) is 0.357. (3) The peptide sequence is EGAVAVRRKRALSAT. The MHC is DRB1_1101 with pseudo-sequence DRB1_1101. The binding affinity (normalized) is 0.582. (4) The MHC is HLA-DPA10201-DPB10501 with pseudo-sequence HLA-DPA10201-DPB10501. The peptide sequence is AALPAVGAAAGAPAA. The binding affinity (normalized) is 0.0352. (5) The peptide sequence is EGKQSLTKLAAAWGG. The MHC is DRB4_0101 with pseudo-sequence DRB4_0103. The binding affinity (normalized) is 0.181.